From a dataset of Experimentally validated miRNA-target interactions with 360,000+ pairs, plus equal number of negative samples. Binary Classification. Given a miRNA mature sequence and a target amino acid sequence, predict their likelihood of interaction. (1) The miRNA is hsa-miR-1827 with sequence UGAGGCAGUAGAUUGAAU. The protein sequence of the target gene is MAAQKDQQKDAEAEGLSGTTLLPKLIPSGAGREWLERRRATIRPWSTFVDQQRFSRPRNLGELCQRLVRNVEYYQSNYVFVFLGLILYCVVTSPMLLVALAVFFGACYILYLRTLESKLVLFGREVSPAHQYALAGGISFPFFWLAGAGSAVFWVLGATLVVIGSHAAFHQIEAVDGEELQMEPV. Result: 1 (interaction). (2) Result: 0 (no interaction). The miRNA is hsa-miR-152-5p with sequence AGGUUCUGUGAUACACUCCGACU. The protein sequence of the target gene is MAAVQMDPELAKRLFFEGATVVILNMPKGTEFGIDYNSWEVGPKFRGVKMIPPGIHFLHYSSVDKANPKEVGPRMGFFLSLHQRGLTVLRWSTLREEVDLSPAPESEVEAMRANLQELDQFLGPYPYATLKKWISLTNFISEATVEKLQPENRQICAFSDVLPVLSMKHTKDRVGQNLPRCGIECKSYQEGLARLPEMKPRAGTEIRFSELPTQMFPEGATPAEITKHSMDLSYALETVLNKQFPSSPQDVLGELQFAFVCFLLGNVYEAFEHWKRLLNLLCRSEAAMMKHHTLYINLIS.... (3) The miRNA is hsa-miR-4460 with sequence AUAGUGGUUGUGAAUUUACCUU. The protein sequence of the target gene is MGPLQFRDVAIEFSLEEWHCLDTAQRNLYRNVMLENYRNLVFLGIVVSKPDLITCLEQGKKPLTMKKHEMVANPSVTCSHFARDLWPEQSIKDSFQKVTLRRYENYGHDNLQFKKGCESVDECKVHKRGYNGLNQYLTTTQSKIFQCDKYVKVIHKFSNSNRHKIRHTGKKPFKCIECGKAFNQSSTLTTHKKIHTGEKPFKCEECGKAFNWSSHLTTHKRIHTGEKRYKCEDCGKAFSRFSYLTAHKIIHSGEKPYKCEECGKAFKRSSNLTTHKIIHTGEKPYKCEECGKAFKRSSIL.... Result: 0 (no interaction). (4) The miRNA is mmu-miR-362-5p with sequence AAUCCUUGGAACCUAGGUGUGAAU. The protein sequence of the target gene is MALEQLCAVLKVLLITVLVVEGIAVAQKTQDGQNIGIKHIPATQCGIWVRTSNGGHFASPNYPDSYPPNKECIYILEAAPRQRIELTFDERYYIEPSFECRFDHLEIRDGPFGFSPLIDRYCGMKSPALIRSTGRFMWIKFSSDEELEGLGFRAKYSFIPDPDFTYLGGILNPIPDCQFELSGADGIVRSSQVEQEEKTKPGQAVDCIWTIKATPKAKIYLRFLDYQMEHSNECKRNFVAVYDGSSAIENLKAKFCSTVANDVMLKTGVGVIRMWADEGSRLSRFRMLFTSFVEPPCTSS.... Result: 1 (interaction). (5) The miRNA is hsa-miR-4751 with sequence AGAGGACCCGUAGCUGCUAGAAGG. The protein sequence of the target gene is MALTPGWGSSAGPVRPELWLLLWAAAWRLGASACPALCTCTGTTVDCHGTGLQAIPKNIPRNTERLELNGNNITRIHKNDFAGLKQLRVLQLMENQIGAVERGAFDDMKELERLRLNRNQLHMLPELLFQNNQALSRLDLSENAIQAIPRKAFRGATDLKNLQLDKNQISCIEEGAFRALRGLEVLTLNNNNITTIPVSSFNHMPKLRTFRLHSNHLFCDCHLAWLSQWLRQRPTIGLFTQCSGPASLRGLNVAEVQKSEFSCSGQGEAGRVPTCTLSSGSCPAMCTCSNGIVDCRGKGL.... Result: 1 (interaction). (6) The miRNA is hsa-miR-149-5p with sequence UCUGGCUCCGUGUCUUCACUCCC. The protein sequence of the target gene is MQGKKPGGSSGGGRSGELQGDEAQRNKKKKKKVSCFSNIKIFLVSECALMLAQGTVGAYLVSVLTTLERRFNLQSADVGVIASSFEIGNLALILFVSYFGARGHRPRLIGCGGIVMALGALLSALPEFLTHQYKYEAGEIRWGAEGRDVCAANGSGGDEGPDPDLICRNRTATNMMYLLLIGAQVLLGIGATPVQPLGVSYIDDHVRRKDSSLYIGILFTMLVFGPACGFILGSFCTKIYVDAVFIDTSNLDITPDDPRWIGAWWGGFLLCGALLFFSSLLMFGFPQSLPPHSEPAMESE.... Result: 1 (interaction). (7) The miRNA is hsa-miR-29a-5p with sequence ACUGAUUUCUUUUGGUGUUCAG. The protein sequence of the target gene is MEGQRQESHATLTLAQAHFNNGEYAEAEALYSAYIRRCACAASSDESPGSKCSPEDLATAYNNRGQIKYFRVDFYEAMDDYTSAIEVQPNFEVPYYNRGLILYRLGYFDDALEDFKKVLDLNPGFQDATLSLKQTILDKEEKQRRNVAKNY. Result: 0 (no interaction). (8) The miRNA is hsa-miR-548aq-5p with sequence GAAAGUAAUUGCUGUUUUUGCC. The protein sequence of the target gene is MRPLPGALGVAAAAALWLLLLLLPRTRADEHEHTYQDKEEVVLWMNTVGPYHNRQETYKYFSLPFCVGSKKSISHYHETLGEALQGVELEFSGLDIKFKDDVMPATYCEIDLDKEKRDAFVYAIKNHYWYQMYIDDLPIWGIVGEADENGEDYYLWTYKKLEIGFNGNRIVDVNLTSEGKVKLVPNTKIQMSYSVKWKKSDVKFEDRFDKYLDPSFFQHRIHWFSIFNSFMMVIFLVGLVSMILMRTLRKDYARYSKEEEMDDMDRDLGDEYGWKQVHGDVFRPSSHPLIFSSLIGSGCQ.... Result: 1 (interaction). (9) The miRNA is hsa-miR-548am-5p with sequence AAAAGUAAUUGCGGUUUUUGCC. The protein sequence of the target gene is MAEVGGVFASLDWDLQGFSSSLGNVPLADSPGFLNERLGQIEGKLQRGSPTDFAHLKGILRRRQLYCRTGFHLEIFPNGTVHGTRHDHSRFGILEFISLAVGLISIRGVDSGLYLGMNERGELFGSKKLTRECVFREQFEENWYNTYASTLYKHSDSERQYYVALNKDGSPREGYRTKRHQKFTHFLPRPVDPSKLPSMSRDLFRYR. Result: 0 (no interaction).